This data is from Catalyst prediction with 721,799 reactions and 888 catalyst types from USPTO. The task is: Predict which catalyst facilitates the given reaction. (1) Reactant: CO[C:3](=[O:24])[CH2:4][NH:5][C:6]([C:8]1[C:9]2[CH:16]=[N:15][N:14]([C:17]3[CH:22]=[CH:21][C:20]([F:23])=[CH:19][CH:18]=3)[C:10]=2[CH:11]=[N:12][CH:13]=1)=[O:7].O.[NH2:26][NH2:27].O. Product: [NH:26]([C:3]([CH2:4][NH:5][C:6]([C:8]1[C:9]2[CH:16]=[N:15][N:14]([C:17]3[CH:18]=[CH:19][C:20]([F:23])=[CH:21][CH:22]=3)[C:10]=2[CH:11]=[N:12][CH:13]=1)=[O:7])=[O:24])[NH2:27]. The catalyst class is: 14. (2) Reactant: N[C@@H]1C2C(=CC=CC=2)C[C@@H]1O.[C:12]([C:16]1[CH:21]=[CH:20][C:19]([CH:22](F)[C:23]2[C:24]([C:39]3[CH:44]=[CH:43][C:42]([F:45])=[CH:41][CH:40]=3)=[C:25]3[C:30](=[CH:31][C:32]=2[CH:33]([CH3:35])[CH3:34])[O:29][C:28]([CH3:37])([CH3:36])[CH2:27][C:26]3=[O:38])=[CH:18][CH:17]=1)([CH3:15])([CH3:14])[CH3:13].CO. Product: [C:12]([C:16]1[CH:17]=[CH:18][C:19]([CH2:22][C:23]2[C:24]([C:39]3[CH:40]=[CH:41][C:42]([F:45])=[CH:43][CH:44]=3)=[C:25]3[C:30](=[CH:31][C:32]=2[CH:33]([CH3:35])[CH3:34])[O:29][C:28]([CH3:36])([CH3:37])[CH2:27][C@@H:26]3[OH:38])=[CH:20][CH:21]=1)([CH3:14])([CH3:15])[CH3:13]. The catalyst class is: 54. (3) The catalyst class is: 22. Reactant: [C:1](Cl)(=[O:3])[CH3:2].C(N(CC)CC)C.[CH3:12][C:13]1[CH:18]=[CH:17][C:16]([CH3:19])=[CH:15][C:14]=1[OH:20]. Product: [C:1]([O:20][C:14]1[CH:15]=[C:16]([CH3:19])[CH:17]=[CH:18][C:13]=1[CH3:12])(=[O:3])[CH3:2]. (4) Reactant: CC1C=CC(S(O[CH2:12][C@@H:13]([NH:17][C:18]([O:20][C:21]([CH3:24])([CH3:23])[CH3:22])=[O:19])[CH2:14][C:15]#[N:16])(=O)=O)=CC=1.[CH3:25][NH:26][CH3:27].C(N(CC)CC)C. Product: [C:15]([CH2:14][C@H:13]([NH:17][C:18](=[O:19])[O:20][C:21]([CH3:22])([CH3:23])[CH3:24])[CH2:12][N:26]([CH3:27])[CH3:25])#[N:16]. The catalyst class is: 8. (5) Reactant: [C:1]([NH:4][C:5]1[C:10]([F:11])=[CH:9][C:8]([Cl:12])=[CH:7][N:6]=1)(=[O:3])[CH3:2].[CH:13](N1CCOCC1)=[O:14]. Product: [C:1]([NH:4][C:5]1[C:10]([F:11])=[C:9]([CH:13]=[O:14])[C:8]([Cl:12])=[CH:7][N:6]=1)(=[O:3])[CH3:2]. The catalyst class is: 1. (6) The catalyst class is: 101. Reactant: [F:1][C:2]1[C:7]([O:8][C:9]([F:12])([F:11])[F:10])=[CH:6][CH:5]=[CH:4][C:3]=1I.C([O-])([O-])=O.[Cs+].[Cs+].C1C=CC(P(C2C(C3C(P(C4C=CC=CC=4)C4C=CC=CC=4)=CC=C4C=3C=CC=C4)=C3C(C=CC=C3)=CC=2)C2C=CC=CC=2)=CC=1.[C:66](=[NH:79])([C:73]1[CH:78]=[CH:77][CH:76]=[CH:75][CH:74]=1)[C:67]1[CH:72]=[CH:71][CH:70]=[CH:69][CH:68]=1. Product: [C:66](=[N:79][C:3]1[CH:4]=[CH:5][CH:6]=[C:7]([O:8][C:9]([F:12])([F:11])[F:10])[C:2]=1[F:1])([C:73]1[CH:74]=[CH:75][CH:76]=[CH:77][CH:78]=1)[C:67]1[CH:72]=[CH:71][CH:70]=[CH:69][CH:68]=1. (7) Reactant: [Cl:1][C:2]1[CH:7]=[CH:6][C:5]([CH:8]2[CH2:13][CH2:12][CH:11]([C:14](O)=[O:15])[CH2:10][CH2:9]2)=[CH:4][CH:3]=1. Product: [Cl:1][C:2]1[CH:3]=[CH:4][C:5]([CH:8]2[CH2:9][CH2:10][CH:11]([CH2:14][OH:15])[CH2:12][CH2:13]2)=[CH:6][CH:7]=1. The catalyst class is: 6. (8) Reactant: [F:1][C:2]([F:17])([C:7]1[CH:8]=[C:9]2[C:14](=[CH:15][CH:16]=1)[N:13]=[CH:12][CH:11]=[CH:10]2)[C:3](OC)=O.[C:18]1([C:24]2[N:29]=[N:28][C:27]([NH:30][NH2:31])=[CH:26][CH:25]=2)[CH:23]=[CH:22][CH:21]=[CH:20][CH:19]=1.O.C1(C)C=CC(S(O)(=O)=O)=CC=1.C([O-])(O)=O.[Na+]. Product: [F:1][C:2]([F:17])([C:3]1[N:28]2[N:29]=[C:24]([C:18]3[CH:23]=[CH:22][CH:21]=[CH:20][CH:19]=3)[CH:25]=[CH:26][C:27]2=[N:30][N:31]=1)[C:7]1[CH:8]=[C:9]2[C:14](=[CH:15][CH:16]=1)[N:13]=[CH:12][CH:11]=[CH:10]2. The catalyst class is: 225. (9) Reactant: C([O-])([O-])=O.[K+].[K+].Br[CH2:8][CH2:9][CH2:10][Cl:11].[C:12]([NH:16][C:17]([CH3:20])([CH3:19])[CH3:18])([CH3:15])([CH3:14])[CH3:13]. Product: [C:12]([N:16]([CH2:8][CH2:9][CH2:10][Cl:11])[C:17]([CH3:20])([CH3:19])[CH3:18])([CH3:15])([CH3:14])[CH3:13]. The catalyst class is: 244. (10) Reactant: [CH3:1][C:2]1([CH3:10])[O:7][CH2:6][CH:5]([CH2:8][OH:9])[CH2:4][O:3]1.C(N(CC)CC)C.[S:18](Cl)([CH3:21])(=[O:20])=[O:19]. Product: [CH3:21][S:18]([O:9][CH2:8][CH:5]1[CH2:6][O:7][C:2]([CH3:10])([CH3:1])[O:3][CH2:4]1)(=[O:20])=[O:19]. The catalyst class is: 2.